From a dataset of Catalyst prediction with 721,799 reactions and 888 catalyst types from USPTO. Predict which catalyst facilitates the given reaction. Reactant: [NH2:1][C:2]1[CH:7]=[CH:6][CH:5]=[CH:4][N:3]=1.[C:8]([O:12][CH2:13][CH3:14])(=[O:11])[CH:9]=[CH2:10].Cl.N. Product: [N:3]1[CH:4]=[CH:5][CH:6]=[CH:7][C:2]=1[NH:1][CH2:10][CH2:9][C:8]([O:12][CH2:13][CH3:14])=[O:11]. The catalyst class is: 13.